Dataset: Reaction yield outcomes from USPTO patents with 853,638 reactions. Task: Predict the reaction yield, written as a fraction of the theoretical maximum amount of product (1.0 means a 100% yield; for example, 0.34 means a 34% yield). The reactants are Br[C:2]1[N:11]([CH2:12][O:13][CH2:14][CH2:15][Si:16]([CH3:19])([CH3:18])[CH3:17])[C:5]2[CH:6]=[N:7][NH:8][C:9](=[O:10])[C:4]=2[C:3]=1[Cl:20].BrC1N(COCC[Si](C)(C)C)C2C=NNC(=O)C=2C=1.[F:40][CH:41]([F:64])[O:42][C:43]1[CH:44]=[CH:45][C:46](B2OC(C)(C)C(C)(C)O2)=[C:47]2[C:52]=1[O:51][C:50]([CH3:54])([CH3:53])[CH:49]=[CH:48]2.C1(OC2C=C(B3OC(C)(C)C(C)(C)O3)C=CC=2OC(F)F)CC1. No catalyst specified. The product is [Cl:20][C:3]1[C:4]2[C:9](=[O:10])[NH:8][N:7]=[CH:6][C:5]=2[N:11]([CH2:12][O:13][CH2:14][CH2:15][Si:16]([CH3:19])([CH3:18])[CH3:17])[C:2]=1[C:46]1[CH:45]=[CH:44][C:43]([O:42][CH:41]([F:40])[F:64])=[C:52]2[C:47]=1[CH:48]=[CH:49][C:50]([CH3:54])([CH3:53])[O:51]2. The yield is 0.700.